From a dataset of Catalyst prediction with 721,799 reactions and 888 catalyst types from USPTO. Predict which catalyst facilitates the given reaction. (1) Reactant: C[O:2][C:3]([CH:5]1[CH2:9][CH:8]([NH:10][CH2:11][C:12]2[CH:17]=[CH:16][CH:15]=[CH:14][CH:13]=2)[CH2:7][N:6]1[CH2:18][C:19]1[CH:24]=[CH:23][CH:22]=[CH:21][CH:20]=1)=[O:4].[Li+].[OH-]. Product: [CH2:18]([N:6]1[CH2:7][CH:8]([NH:10][CH2:11][C:12]2[CH:17]=[CH:16][CH:15]=[CH:14][CH:13]=2)[CH2:9][CH:5]1[C:3]([OH:4])=[O:2])[C:19]1[CH:24]=[CH:23][CH:22]=[CH:21][CH:20]=1. The catalyst class is: 20. (2) Reactant: [Br:1][C:2]1[C:3]([Cl:13])=[CH:4][C:5]([F:12])=[C:6]([S:8](Cl)(=[O:10])=[O:9])[CH:7]=1.N1C=CC=CC=1.[CH3:20][NH:21][C:22]1[CH:27]=[CH:26][CH:25]=[CH:24][N:23]=1.[OH-].[Na+]. Product: [Br:1][C:2]1[C:3]([Cl:13])=[CH:4][C:5]([F:12])=[C:6]([S:8]([N:21]([CH3:20])[C:22]2[CH:27]=[CH:26][CH:25]=[CH:24][N:23]=2)(=[O:10])=[O:9])[CH:7]=1. The catalyst class is: 2. (3) Reactant: [Li+].CC([N-]C(C)C)C.[CH3:9][O:10][C:11]1[CH:16]=[CH:15][C:14]([CH:17]([CH2:23][C:24]([O:26][CH3:27])=[O:25])[CH2:18][C:19]([O:21][CH3:22])=[O:20])=[CH:13][CH:12]=1.[NH4+].[Cl-]. Product: [CH3:9][O:10][C:11]1[CH:12]=[CH:13][C:14]([CH:17]2[CH:23]([C:24]([O:26][CH3:27])=[O:25])[CH:18]2[C:19]([O:21][CH3:22])=[O:20])=[CH:15][CH:16]=1. The catalyst class is: 1.